Dataset: Drug-target binding data from BindingDB using IC50 measurements. Task: Regression. Given a target protein amino acid sequence and a drug SMILES string, predict the binding affinity score between them. We predict pIC50 (pIC50 = -log10(IC50 in M); higher means more potent). Dataset: bindingdb_ic50. (1) The drug is OCCN(CCO)c1nc(N2CCCCC2)c2nc(N(CCO)CCO)nc(N3CCCCC3)c2n1. The target protein (Q86TP1) has sequence MEDYLQGCRAALQESRPLHVVLGNEACDLDSTVSALALAFYLAKTTEAEEVFVPVLNIKRSELPLRGDIVFFLQKVHIPESILIFRDEIDLHALYQAGQLTLILVDHHILSKSDTALEEAVAEVLDHRPIEPKHCPPCHVSVELVGSCATLVTERILQGAPEILDRQTAALLHGTIILDCVNMDLKIGKATPKDSKYVEKLEALFPDLPKRNDIFDSLQKAKFDVSGLTTEQMLRKDQKTIYRQGVKVAISAIYMDLEAFLQRSNLLADLHAFCQAHSYDVLVAMTIFFNTHNEPVRQLAIFCPHVALQTTICEVLERSHSPPLKLTPASSTHPNLHAYLQGNTQVSRKKLLPLLQEALSAYFDSMKIPSGQPETADVSREQVDKELDRASNSLISGLSQDEEDPPLPPTPMNSLVDECPLDQGLPKLSAEAVFEKCSQISLSQSTTASLSKK. The pIC50 is 6.1. (2) The compound is OC[C@@H]1NC[C@@H](O)[C@H](O)[C@H]1O. The target protein (Q9H227) has sequence MAFPAGFGWAAATAAYQVEGGWDADGKGPCVWDTFTHQGGERVFKNQTGDVACGSYTLWEEDLKCIKQLGLTHYRFSLSWSRLLPDGTTGFINQKGIDYYNKIIDDLLKNGVTPIVTLYHFDLPQTLEDQGGWLSEAIIESFDKYAQFCFSTFGDRVKQWITINEANVLSVMSYDLGMFPPGIPHFGTGGYQAAHNLIKAHARSWHSYDSLFRKKQKGMVSLSLFAVWLEPADPNSVSDQEAAKRAITFHLDLFAKPIFIDGDYPEVVKSQIASMSQKQGYPSSRLPEFTEEEKKMIKGTADFFAVQYYTTRLIKYQENKKGELGILQDAEIEFFPDPSWKNVDWIYVVPWGVCKLLKYIKDTYNNPVIYITENGFPQSDPAPLDDTQRWEYFRQTFQELFKAIQLDKVNLQVYCAWSLLDNFEWNQGYSSRFGLFHVDFEDPARPRVPYTSAKEYAKIIRNNGLEAHL. The pIC50 is 3.0. (3) The small molecule is Cc1cc2oc3ccc(NCCCn4ccnc4)cc3c(=O)c2cc1C. The target protein (P02769) has sequence MKWVTFISLLLLFSSAYSRGVFRRDTHKSEIAHRFKDLGEEHFKGLVLIAFSQYLQQCPFDEHVKLVNELTEFAKTCVADESHAGCEKSLHTLFGDELCKVASLRETYGDMADCCEKQEPERNECFLSHKDDSPDLPKLKPDPNTLCDEFKADEKKFWGKYLYEIARRHPYFYAPELLYYANKYNGVFQECCQAEDKGACLLPKIETMREKVLASSARQRLRCASIQKFGERALKAWSVARLSQKFPKAEFVEVTKLVTDLTKVHKECCHGDLLECADDRADLAKYICDNQDTISSKLKECCDKPLLEKSHCIAEVEKDAIPENLPPLTADFAEDKDVCKNYQEAKDAFLGSFLYEYSRRHPEYAVSVLLRLAKEYEATLEECCAKDDPHACYSTVFDKLKHLVDEPQNLIKQNCDQFEKLGEYGFQNALIVRYTRKVPQVSTPTLVEVSRSLGKVGTRCCTKPESERMPCTEDYLSLILNRLCVLHEKTPVSEKVTKCC.... The pIC50 is 4.0. (4) The compound is Cc1c(C(=O)NCCC2CCN(C3CCN(C)CC3)CC2)n[nH]c1NC(=O)c1ccccc1Cl. The target protein (P46663) has sequence MASSWPPLELQSSNQSQLFPQNATACDNAPEAWDLLHRVLPTFIISICFFGLLGNLFVLLVFLLPRRQLNVAEIYLANLAASDLVFVLGLPFWAENIWNQFNWPFGALLCRVINGVIKANLFISIFLVVAISQDRYRVLVHPMASRRQQRRRQARVTCVLIWVVGGLLSIPTFLLRSIQAVPDLNITACILLLPHEAWHFARIVELNILGFLLPLAAIVFFNYHILASLRTREEVSRTRCGGRKDSKTTALILTLVVAFLVCWAPYHFFAFLEFLFQVQAVRGCFWEDFIDLGLQLANFFAFTNSSLNPVIYVFVGRLFRTKVWELYKQCTPKSLAPISSSHRKEIFQLFWRN. The pIC50 is 8.7. (5) The compound is CC(C)OC(=O)N1CCC(=C2c3ccc(Cl)cc3CCc3cccnc32)CC1. The target protein (Q9H2J7) has sequence MPKNSKVVKRELDDDVTESVKDLLSNEDAADDAFKTSELIVDGQEEKDTDVEEGSEVEDERPAWNSKLQYILAQVGFSVGLGNVWRFPYLCQKNGGGAYLLPYLILLMVIGIPLFFLELSVGQRIRRGSIGVWNYISPKLGGIGFASCVVCYFVALYYNVIIGWSLFYFSQSFQQPLPWDQCPLVKNASHTFVEPECEQSSATTYYWYREALNISSSISESGGLNWKMTICLLAAWVMVCLAMIKGIQSSGKIIYFSSLFPYVVLICFLIRAFLLNGSIDGIRHMFTPKLEIMLEPKVWREAATQVFFALGLGFGGVIAFSSYNKRDNNCHFDAVLVSFINFFTSVLATLVVFAVLGFKANVINEKCITQNSETIMKFLKMGNISQDIIPHHINLSTVTAEDYHLVYDIIQKVKEEEFPALHLNSCKIEEELNKAVQGTGLAFIAFTEAMTHFPASPFWSVMFFLMLVNLGLGSMFGTIEGIVTPIVDTFKVRKEILTVI.... The pIC50 is 4.8. (6) The pIC50 is 7.4. The drug is CNC(=O)c1c2cc(C3CC3)c(N(CCC3COC(C)(C)OC3)S(C)(=O)=O)cc2nn1-c1ccc(Br)cc1. The target protein (Q81258) has sequence MSTLPKPQRKTKRNTIRRPQDVKFPGGGQIVGGVYVLPRRGPRLGVRATRKTSERSQPRGRRQPIPKARRSEGRSWAQPGYPWPLYGNEGCGWAGWLLSPRGSRPSWGPNDPRRRSRNLGKVIDTLTCGFADLMGYIPLVGAPVGGVARALAHGVRALEDGINFATGNLPGCSFSIFLLALFSCLIHPAASLEWRNTSGLYVLTNDCSNSSIVYEADDVILHTPGCVPCVQDGNTSTCWTPVTPTVAVRYVGATTASIRSHVDLLVGAATMCSALYVGDMCGAVFLVGQAFTFRPRRHQTVQTCNCSLYPGHLSGHRMAWDMMMNWSPAVGMVVAHVLRLPQTLFDIMAGAHWGILAGLAYYSMQGNWAKVAIIMVMFSGVDAHTYTTGGTASRHTQAFAGLFDIGPQQKLQLVNTNGSWHINSTALNCNESINTGFIAGLFYYHKFNSTGCPQRLSSCKPITFFRQGWGPLTDANITGPSDDRPYCWHYAPRPCDIVPA.... (7) The drug is COc1ccc2c(c1)N(O)C(=O)[C@@H](N)C2. The target protein sequence is MAKQLQARRLDGIDYNPWVEFVKLASEHDVVNLGQGFPDFPPPDFAVEAFQHAVSGDFMLNQYTKTFGYPPLTKILASFFGELLGQEIDPLRNVLVTVGGYGALFTAFQALVDEGDEVIIIEPFFDCYEPMTMMAGGRPVFVSLKPGPIQNGELGSSSNWQLDPMELAGKFTSRTKALVLNTPNNPLGKVFSREELELVASLCQQHDVVCITDEVYQWMVYDGHQHISIASLPGMWERTLTIGSAGKTFSATGWKVGWVLGPDHIMKHLRTVHQNSVFHCPTQSQAAVAESFEREQLLFRQPSSYFVQFPQAMQRCRDHMIRSLQSVGLKPIIPQGSYFLITDISDFKRKMPDLPGAVDEPYDRRFVKWMIKNKGLVAIPVSIFYSVPHQKHFDHYIRFCFVKDEATLQAMDEKLRKWKVEL. The pIC50 is 4.8. (8) The small molecule is CCCCCCCC(=O)CCCCCC/C=C/[C@H](C(=O)N[C@@H](Cc1ccc(OCC=C(C)C)cc1)C(=O)O)[C@@](O)(CC(=O)O)C(=O)O. The target protein (O15269) has sequence MATATEQWVLVEMVQALYEAPAYHLILEGILILWIIRLLFSKTYKLQERSDLTVKEKEELIEEWQPEPLVPPVPKDHPALNYNIVSGPPSHKTVVNGKECINFASFNFLGLLDNPRVKAAALASLKKYGVGTCGPRGFYGTFDVHLDLEDRLAKFMKTEEAIIYSYGFATIASAIPAYSKRGDIVFVDRAACFAIQKGLQASRSDIKLFKHNDMADLERLLKEQEIEDQKNPRKARVTRRFIVVEGLYMNTGTICPLPELVKLKYKYKARIFLEESLSFGVLGEHGRGVTEHYGINIDDIDLISANMENALASIGGFCCGRSFVIDHQRLSGQGYCFSASLPPLLAAAAIEALNIMEENPGIFAVLKEKCGQIHKALQGISGLKVVGESLSPAFHLQLEESTGSREQDVRLLQEIVDQCMNRSIALTQARYLEKEEKCLPPPSIRVVVTVEQTEEELERAASTIKEVAQAVLL. The pIC50 is 8.0. (9) The small molecule is CC(C)n1nc(C#Cc2cc(C(=O)Nc3ccc(CN4CCN(C)CC4)c(C(F)(F)F)c3)ccc2Cl)c2c(N)ncnc21. The target protein sequence is MGSNKSKPKDASQRRRSLEPAENVHGAGGGAFPASQTPSKPASADGHRGPSAAFAPAAAEPKLFGGFNSSDTVTSPQRAGPLAGGVTTFVALYDYESRTETDLSFKKGERLQIVNNTEGDWWLAHSLSTGQTGYIPSNYVAPSDSIQAEEWYFGKITRRESERLLLNAENPRGTFLVRESETTKGAYCLSVSDFDNAKGLNVKHYKIRKLDSGGFYITSRTQFNSLQQLVAYYSKHADGLCHRLTTVCPTSKPQTQGLAKDAWEIPRESLRLEVKLGQGCFGEVWMGTWNGTTRVAIKTLKPGTMSPEAFLQEAQVMKKLRHEKLVQLYAVVSEEPIYIVTEYMSKGSLLDFLKGETGKYLRLPQLVDMAAQIASGMAYVERMNYVHRDLRAANILVGENLVCKVADFGLARLIEDNEYTARQGAKFPIKWTAPEAALYGRFTIKSDVWSFGILLTELTTKGRVPYPGMVNREVLDQVERGYRMPCPPECPESLHDLMCQ.... The pIC50 is 7.8.